From a dataset of Catalyst prediction with 721,799 reactions and 888 catalyst types from USPTO. Predict which catalyst facilitates the given reaction. (1) Reactant: [C:1]([O:5][C:6]([NH:8][CH2:9][CH2:10][C:11]([OH:13])=O)=[O:7])([CH3:4])([CH3:3])[CH3:2].[C:14]([NH:19][NH2:20])(=[O:18])[CH:15]([CH3:17])[CH3:16].F[B-](F)(F)F.N1(OC(N(C)C)=[N+](C)C)C2C=CC=CC=2N=N1.C(N(C(C)C)CC)(C)C. Product: [C:1]([O:5][C:6](=[O:7])[NH:8][CH2:9][CH2:10][C:11]([NH:20][NH:19][C:14](=[O:18])[CH:15]([CH3:17])[CH3:16])=[O:13])([CH3:2])([CH3:3])[CH3:4]. The catalyst class is: 217. (2) Reactant: I[C:2]1[CH:7]=[CH:6][CH:5]=[CH:4][N:3]=1.C([Mg]Br)C.[Br:12][C:13]1[S:17][C:16]([C:18](N(OC)C)=[O:19])=[CH:15][C:14]=1[CH3:24].[Cl-].[NH4+]. Product: [Br:12][C:13]1[S:17][C:16]([C:18]([C:2]2[CH:7]=[CH:6][CH:5]=[CH:4][N:3]=2)=[O:19])=[CH:15][C:14]=1[CH3:24]. The catalyst class is: 7. (3) Reactant: [CH2:1]([O:8][C:9]([C:11]1([CH:19](OS(C(F)(F)F)(=O)=O)[CH3:20])[CH2:16][O:15][C:14]([CH3:18])([CH3:17])[CH2:13][O:12]1)=[O:10])[C:2]1[CH:7]=[CH:6][CH:5]=[CH:4][CH:3]=1.N1(C2CCCCCCCCCC2)CCCN=CCCCCC1. Product: [CH2:1]([O:8][C:9]([C:11]1([CH:19]=[CH2:20])[CH2:16][O:15][C:14]([CH3:17])([CH3:18])[CH2:13][O:12]1)=[O:10])[C:2]1[CH:3]=[CH:4][CH:5]=[CH:6][CH:7]=1. The catalyst class is: 4. (4) Reactant: Cl.FC1C=C(C=CC=1)CN1C=C(C2C3C(=NC=C(C4C=CC(C5CCNCC5)=CC=4)C=3)N(S(C3C=CC(C)=CC=3)(=O)=O)C=2)C=N1.[F:46][C:47]1[CH:48]=[C:49]([CH:99]=[C:100]([F:102])[CH:101]=1)[CH2:50][N:51]1[CH:55]=[CH:54][C:53]([C:56]2[C:64]3[C:59](=[N:60][CH:61]=[C:62]([C:65]4[CH:70]=[CH:69][C:68]([N:71]5[CH2:76][CH2:75][N:74]([C:77]([O:79][C:80]([CH3:83])([CH3:82])[CH3:81])=[O:78])[CH2:73][CH2:72]5)=[C:67]([NH:84][S:85]([CH3:88])(=[O:87])=[O:86])[CH:66]=4)[CH:63]=3)[N:58](S(C3C=CC(C)=CC=3)(=O)=O)[CH:57]=2)=[N:52]1.[OH-].[Li+]. Product: [F:46][C:47]1[CH:48]=[C:49]([CH:99]=[C:100]([F:102])[CH:101]=1)[CH2:50][N:51]1[CH:55]=[CH:54][C:53]([C:56]2[C:64]3[C:59](=[N:60][CH:61]=[C:62]([C:65]4[CH:70]=[CH:69][C:68]([N:71]5[CH2:72][CH2:73][N:74]([C:77]([O:79][C:80]([CH3:83])([CH3:82])[CH3:81])=[O:78])[CH2:75][CH2:76]5)=[C:67]([NH:84][S:85]([CH3:88])(=[O:87])=[O:86])[CH:66]=4)[CH:63]=3)[NH:58][CH:57]=2)=[N:52]1. The catalyst class is: 87. (5) Reactant: [CH3:1][C@H:2]([NH:7][C:8]([C:10]1[C:18]2[C:13](=[N:14][CH:15]=[C:16](Br)[N:17]=2)[N:12]([CH2:20][O:21][CH2:22][CH2:23][Si:24]([CH3:27])([CH3:26])[CH3:25])[CH:11]=1)=[O:9])[C:3]([CH3:6])([CH3:5])[CH3:4].[CH2:28]([NH:35][C:36]([C:38]1[S:42][C:41](B(O)O)=[CH:40][CH:39]=1)=[O:37])[C:29]1[CH:34]=[CH:33][CH:32]=[CH:31][CH:30]=1.C([O-])([O-])=O.[Na+].[Na+]. Product: [CH3:1][C@H:2]([NH:7][C:8]([C:10]1[C:18]2[C:13](=[N:14][CH:15]=[C:16]([C:41]3[S:42][C:38]([C:36](=[O:37])[NH:35][CH2:28][C:29]4[CH:34]=[CH:33][CH:32]=[CH:31][CH:30]=4)=[CH:39][CH:40]=3)[N:17]=2)[N:12]([CH2:20][O:21][CH2:22][CH2:23][Si:24]([CH3:27])([CH3:26])[CH3:25])[CH:11]=1)=[O:9])[C:3]([CH3:6])([CH3:5])[CH3:4]. The catalyst class is: 70. (6) Reactant: [C:1]([OH:12])(=[O:11])[CH2:2][CH2:3][CH2:4][CH2:5][CH2:6][CH2:7][CH2:8][CH2:9][CH3:10].[CH2:13](O)[C:14]1[CH:22]=[CH:21][C:19]([OH:20])=[C:16]([O:17][CH3:18])[CH:15]=1.O. Product: [C:1]([O:12][CH2:13][C:14]1[CH:22]=[CH:21][C:19]([OH:20])=[C:16]([O:17][CH3:18])[CH:15]=1)(=[O:11])[CH2:2][CH2:3][CH2:4][CH2:5][CH2:6][CH2:7][CH2:8][CH2:9][CH3:10]. The catalyst class is: 81.